From a dataset of Peptide-MHC class I binding affinity with 185,985 pairs from IEDB/IMGT. Regression. Given a peptide amino acid sequence and an MHC pseudo amino acid sequence, predict their binding affinity value. This is MHC class I binding data. (1) The peptide sequence is FVNYDFALV. The MHC is HLA-A02:03 with pseudo-sequence HLA-A02:03. The binding affinity (normalized) is 1.00. (2) The peptide sequence is PPLISILMIF. The MHC is HLA-B51:01 with pseudo-sequence HLA-B51:01. The binding affinity (normalized) is 0.239. (3) The peptide sequence is APILVVSGI. The MHC is HLA-B27:05 with pseudo-sequence HLA-B27:05. The binding affinity (normalized) is 0.0847. (4) The peptide sequence is AMAAAAAPY. The MHC is HLA-C14:02 with pseudo-sequence HLA-C14:02. The binding affinity (normalized) is 0.580. (5) The peptide sequence is IQSSAENAT. The MHC is HLA-B15:03 with pseudo-sequence HLA-B15:03. The binding affinity (normalized) is 0.412.